This data is from Catalyst prediction with 721,799 reactions and 888 catalyst types from USPTO. The task is: Predict which catalyst facilitates the given reaction. (1) The catalyst class is: 61. Reactant: [NH2:1][C:2]1[C:7]([C:8]2[N:30]([C:31]3[CH:36]=[CH:35][C:34]([C:37]4([NH:41]C(=O)OC(C)(C)C)[CH2:40][CH2:39][CH2:38]4)=[CH:33][CH:32]=3)[C:11]3=[N:12][C:13]([C:16]4[CH:21]=[CH:20][CH:19]=[C:18]([N:22]5[CH2:28][CH:27]6[O:29][CH:24]([CH2:25][CH2:26]6)[CH2:23]5)[CH:17]=4)=[CH:14][CH:15]=[C:10]3[N:9]=2)=[CH:6][CH:5]=[CH:4][N:3]=1.[ClH:49].O1CCOCC1. Product: [ClH:49].[ClH:49].[ClH:49].[NH2:41][C:37]1([C:34]2[CH:35]=[CH:36][C:31]([N:30]3[C:11]4=[N:12][C:13]([C:16]5[CH:21]=[CH:20][CH:19]=[C:18]([N:22]6[CH2:23][CH:24]7[O:29][CH:27]([CH2:26][CH2:25]7)[CH2:28]6)[CH:17]=5)=[CH:14][CH:15]=[C:10]4[N:9]=[C:8]3[C:7]3[C:2]([NH2:1])=[N:3][CH:4]=[CH:5][CH:6]=3)=[CH:32][CH:33]=2)[CH2:38][CH2:39][CH2:40]1. (2) Reactant: C([O:4][C@@H:5]([CH3:43])[C:6]([N:8]([C@@H:16]([C:23]1[N:24]([CH2:36][C:37]2[CH:42]=[CH:41][CH:40]=[CH:39][CH:38]=2)[CH:25]=[C:26]([C:28]2[CH:33]=[C:32]([F:34])[CH:31]=[CH:30][C:29]=2[F:35])[N:27]=1)[CH:17]1[CH2:22][CH2:21][O:20][CH2:19][CH2:18]1)[CH2:9][C@H:10]1[C@@H:14]([F:15])[CH2:13][NH:12][CH2:11]1)=[O:7])(=O)C.C([O-])([O-])=O.[K+].[K+]. Product: [CH2:36]([N:24]1[CH:25]=[C:26]([C:28]2[CH:33]=[C:32]([F:34])[CH:31]=[CH:30][C:29]=2[F:35])[N:27]=[C:23]1[C@@H:16]([CH:17]1[CH2:22][CH2:21][O:20][CH2:19][CH2:18]1)[N:8]([CH2:9][C@H:10]1[C@@H:14]([F:15])[CH2:13][NH:12][CH2:11]1)[C:6](=[O:7])[C@@H:5]([OH:4])[CH3:43])[C:37]1[CH:38]=[CH:39][CH:40]=[CH:41][CH:42]=1. The catalyst class is: 5.